Predict the reactants needed to synthesize the given product. From a dataset of Full USPTO retrosynthesis dataset with 1.9M reactions from patents (1976-2016). (1) Given the product [CH3:16][N:4]1[CH:5]=[C:6]([B:7]2[O:11][C:10]([CH3:13])([CH3:12])[C:9]([CH3:15])([CH3:14])[O:8]2)[C:2]([CH3:1])=[N:3]1.[CH3:16][N:3]1[C:2]([CH3:1])=[C:6]([B:7]2[O:11][C:10]([CH3:13])([CH3:12])[C:9]([CH3:15])([CH3:14])[O:8]2)[CH:5]=[N:4]1, predict the reactants needed to synthesize it. The reactants are: [CH3:1][C:2]1[C:6]([B:7]2[O:11][C:10]([CH3:13])([CH3:12])[C:9]([CH3:15])([CH3:14])[O:8]2)=[CH:5][NH:4][N:3]=1.[C:16](=O)([O-])[O-].[K+].[K+].IC. (2) Given the product [Cl:19][C:15]1[CH:14]=[CH:13][C:12]2[C:17](=[CH:18][C:9]([CH2:8][N:5]3[CH2:6][CH2:7][C@H:3]([NH:2][S:33]([C:29]4[CH:28]=[CH:27][C:26]5[C:31](=[CH:32][C:23]([O:22][CH3:21])=[CH:24][CH:25]=5)[CH:30]=4)(=[O:35])=[O:34])[C:4]3=[O:20])=[CH:10][CH:11]=2)[N:16]=1, predict the reactants needed to synthesize it. The reactants are: Cl.[NH2:2][C@H:3]1[CH2:7][CH2:6][N:5]([CH2:8][C:9]2[CH:18]=[C:17]3[C:12]([CH:13]=[CH:14][C:15]([Cl:19])=[N:16]3)=[CH:11][CH:10]=2)[C:4]1=[O:20].[CH3:21][O:22][C:23]1[CH:32]=[C:31]2[C:26]([CH:27]=[CH:28][C:29]([S:33](Cl)(=[O:35])=[O:34])=[CH:30]2)=[CH:25][CH:24]=1. (3) Given the product [CH:1]1([N:5]2[C:6]3=[N:7][C:8]([CH:35]4[CH2:36][CH2:37][CH:32]([O:50][CH3:49])[CH2:33][CH2:34]4)=[CH:9][CH:10]=[C:11]3[N:12]=[C:30]2[NH:29][C:21](=[O:28])[C:22]2[CH:27]=[CH:26][CH:25]=[CH:24][CH:23]=2)[CH2:2][CH2:3][CH2:4]1, predict the reactants needed to synthesize it. The reactants are: [CH:1]1([NH:5][C:6]2[C:11]([NH2:12])=[CH:10][CH:9]=[C:8](N3CCC(OC)CC3)[N:7]=2)[CH2:4][CH2:3][CH2:2]1.[C:21]([N:29]=[C:30]=S)(=[O:28])[C:22]1[CH:27]=[CH:26][CH:25]=[CH:24][CH:23]=1.[CH:32]1(N=C=N[CH:32]2[CH2:37][CH2:36][CH2:35][CH2:34][CH2:33]2)[CH2:37][CH2:36][CH2:35][CH2:34][CH2:33]1.C1C[O:50][CH2:49]C1. (4) The reactants are: C(N(CC)CC)C.[Cl:8][C:9]1[CH:17]=[CH:16][C:12]([C:13](O)=[O:14])=[CH:11][C:10]=1[NH:18][C:19]([C:21]1[C:32](=[O:33])[NH:31][C:24]2[N:25]=[C:26]([O:29][CH3:30])[N:27]=[CH:28][C:23]=2[CH:22]=1)=[O:20].CN(C(ON1N=NC2C=CC=NC1=2)=[N+](C)C)C.F[P-](F)(F)(F)(F)F.[C:58]([O:62][C:63](=[O:75])[NH:64][CH2:65][CH:66]([NH2:74])[C:67]1[CH:72]=[CH:71][CH:70]=[C:69]([Cl:73])[CH:68]=1)([CH3:61])([CH3:60])[CH3:59]. Given the product [C:58]([O:62][C:63](=[O:75])[NH:64][CH2:65][CH:66]([NH:74][C:13](=[O:14])[C:12]1[CH:16]=[CH:17][C:9]([Cl:8])=[C:10]([NH:18][C:19]([C:21]2[C:32](=[O:33])[NH:31][C:24]3[N:25]=[C:26]([O:29][CH3:30])[N:27]=[CH:28][C:23]=3[CH:22]=2)=[O:20])[CH:11]=1)[C:67]1[CH:72]=[CH:71][CH:70]=[C:69]([Cl:73])[CH:68]=1)([CH3:61])([CH3:59])[CH3:60], predict the reactants needed to synthesize it.